Predict the reactants needed to synthesize the given product. From a dataset of Full USPTO retrosynthesis dataset with 1.9M reactions from patents (1976-2016). (1) Given the product [Cl:11][C:12]1[CH:17]=[CH:16][C:15]([O:18][C:7]2[CH:8]=[CH:9][C:4]([C:2](=[O:3])[CH3:1])=[CH:5][CH:6]=2)=[CH:14][C:13]=1[CH3:19], predict the reactants needed to synthesize it. The reactants are: [CH3:1][C:2]([C:4]1[CH:9]=[CH:8][C:7](F)=[CH:6][CH:5]=1)=[O:3].[Cl:11][C:12]1[CH:17]=[CH:16][C:15]([OH:18])=[CH:14][C:13]=1[CH3:19].C(=O)([O-])[O-].[K+].[K+]. (2) The reactants are: C[O:2][C:3](=O)[C:4]1[CH:9]=[C:8]([O:10][CH3:11])[C:7]([N+:12]([O-:14])=[O:13])=[CH:6][C:5]=1/[C:15](/[C:20]([O:22][CH3:23])=[O:21])=[CH:16]/[N:17](C)[CH3:18].[CH2:25](N)C.CCN(C(C)C)C(C)C. Given the product [CH3:23][O:22][C:20]([C:15]1[C:5]2[C:4](=[CH:9][C:8]([O:10][CH3:11])=[C:7]([N+:12]([O-:14])=[O:13])[CH:6]=2)[C:3](=[O:2])[N:17]([CH2:18][CH3:25])[CH:16]=1)=[O:21], predict the reactants needed to synthesize it. (3) Given the product [Br:14][C:11]1[C:10]([NH2:13])=[N:9][N:8]([C:3]2[CH:4]=[CH:5][CH:6]=[CH:7][C:2]=2[Cl:1])[CH:12]=1, predict the reactants needed to synthesize it. The reactants are: [Cl:1][C:2]1[CH:7]=[CH:6][CH:5]=[CH:4][C:3]=1[N:8]1[CH:12]=[CH:11][C:10]([NH2:13])=[N:9]1.[Br:14]N1C(=O)CCC1=O. (4) Given the product [CH3:1][C:2]1[CH2:7][CH2:6][CH:5]([CH3:8])[C:4]([CH3:10])([CH3:9])[C:3]=1[CH:11]1[O:26][CH2:13][CH2:18][O:12]1, predict the reactants needed to synthesize it. The reactants are: [CH3:1][C:2]1[CH2:7][CH2:6][CH:5]([CH3:8])[C:4]([CH3:10])([CH3:9])[C:3]=1[CH:11]=[O:12].[CH2:13]1[CH2:18]CCCC1.C1(C)C=CC(S(O)(=O)=[O:26])=CC=1.